This data is from Reaction yield outcomes from USPTO patents with 853,638 reactions. The task is: Predict the reaction yield, written as a fraction of the theoretical maximum amount of product (1.0 means a 100% yield; for example, 0.34 means a 34% yield). (1) The reactants are [CH3:1][C:2]1[CH:10]=[CH:9][C:8]([N:11]([CH3:20])[S:12]([C:15]2[S:16][CH:17]=[CH:18][CH:19]=2)(=[O:14])=[O:13])=[C:7]2[C:3]=1[CH:4]=[C:5]([C:21]1[S:22][CH:23]([CH2:26][C:27]([OH:29])=O)[CH2:24][N:25]=1)[NH:6]2.C[N:31](C)C=O.Cl.CN(C)CCCN=C=NCC. The catalyst is C(OCC)(=O)C. The product is [CH3:1][C:2]1[CH:10]=[CH:9][C:8]([N:11]([CH3:20])[S:12]([C:15]2[S:16][CH:17]=[CH:18][CH:19]=2)(=[O:13])=[O:14])=[C:7]2[C:3]=1[CH:4]=[C:5]([C:21]1[S:22][CH:23]([CH2:26][C:27]([NH2:31])=[O:29])[CH2:24][N:25]=1)[NH:6]2. The yield is 0.920. (2) The reactants are BrC1C=CC(Br)=CC=1.C[Si](C#C)(C)C.C[Si]([CH2:19][C:20]([C:22]1[CH:27]=[CH:26][C:25]([C:28](=O)[CH2:29][Si](C)(C)C)=[CH:24][CH:23]=1)=O)(C)C.[OH-].[K+].Cl. The catalyst is C(O)C.CCN(CC)CC. The product is [C:20]([C:22]1[CH:27]=[CH:26][C:25]([C:28]#[CH:29])=[CH:24][CH:23]=1)#[CH:19]. The yield is 0.390. (3) The reactants are [NH2:1][C:2]1[CH:9]=[CH:8][C:7]([CH3:10])=[CH:6][C:3]=1[C:4]#[N:5].[Cl:11][C:12]1[CH:20]=[CH:19][C:15]([C:16](Cl)=[O:17])=[CH:14][N:13]=1. The catalyst is N1C=CC=CC=1.CCCCCC.C(OCC)(=O)C. The product is [Cl:11][C:12]1[N:13]=[CH:14][C:15]([C:16]([NH:1][C:2]2[CH:9]=[CH:8][C:7]([CH3:10])=[CH:6][C:3]=2[C:4]#[N:5])=[O:17])=[CH:19][CH:20]=1. The yield is 0.180. (4) The reactants are C1(C)C=CC(S([O:10][CH2:11][CH2:12][CH2:13][CH:14]=[C:15]([CH3:32])[CH2:16][CH2:17][CH:18]=[C:19]([CH3:31])[CH2:20][CH2:21][CH:22]=[C:23]([CH3:30])[CH2:24][CH2:25][CH:26]=[C:27]([CH3:29])[CH3:28])(=O)=O)=CC=1.[OH:34][CH2:35][CH:36]([CH2:38]O)[OH:37]. No catalyst specified. The product is [CH3:32][C:15]([CH2:16][CH2:17][CH:18]=[C:19]([CH3:31])[CH2:20][CH2:21][CH:22]=[C:23]([CH3:30])[CH2:24][CH2:25][CH:26]=[C:27]([CH3:28])[CH3:29])=[CH:14][CH2:13][CH2:12][CH2:11][O:10][CH2:38][CH:36]([CH2:35][OH:34])[OH:37]. The yield is 0.0310. (5) The reactants are [C:1](#[N:3])[CH3:2].C([Li])CCC.[Cl:9][CH2:10][C:11]1[CH:16]=[CH:15][C:14]([CH2:17]Cl)=[CH:13][CH:12]=1. The catalyst is C1COCC1. The product is [Cl:9][CH2:10][C:11]1[CH:16]=[CH:15][C:14]([CH2:17][CH2:2][C:1]#[N:3])=[CH:13][CH:12]=1. The yield is 0.600.